The task is: Regression. Given a peptide amino acid sequence and an MHC pseudo amino acid sequence, predict their binding affinity value. This is MHC class II binding data.. This data is from Peptide-MHC class II binding affinity with 134,281 pairs from IEDB. The peptide sequence is YDKFLAYVSTVLTGK. The MHC is DRB1_1602 with pseudo-sequence DRB1_1602. The binding affinity (normalized) is 0.982.